This data is from Reaction yield outcomes from USPTO patents with 853,638 reactions. The task is: Predict the reaction yield, written as a fraction of the theoretical maximum amount of product (1.0 means a 100% yield; for example, 0.34 means a 34% yield). (1) The reactants are [NH2:1][C:2]1[CH:3]=[C:4]([N:8]([CH:16]2[CH2:21][CH2:20][N:19]([CH2:22][CH:23]([C:34]3[CH:39]=[CH:38][CH:37]=[CH:36][CH:35]=3)[C:24]([O:26][CH2:27][C:28]3[CH:33]=[CH:32][CH:31]=[CH:30][CH:29]=3)=[O:25])[CH2:18][CH2:17]2)[C:9]([C:11]2[O:12][CH:13]=[CH:14][CH:15]=2)=[O:10])[CH:5]=[CH:6][CH:7]=1.[O-:40][C:41]#[N:42].[Na+].C(=O)([O-])O.[Na+]. The catalyst is C(O)(=O)C.O. The product is [O:12]1[CH:13]=[CH:14][CH:15]=[C:11]1[C:9]([N:8]([CH:16]1[CH2:17][CH2:18][N:19]([CH2:22][CH:23]([C:34]2[CH:35]=[CH:36][CH:37]=[CH:38][CH:39]=2)[C:24]([O:26][CH2:27][C:28]2[CH:33]=[CH:32][CH:31]=[CH:30][CH:29]=2)=[O:25])[CH2:20][CH2:21]1)[C:4]1[CH:5]=[CH:6][CH:7]=[C:2]([NH:1][C:41]([NH2:42])=[O:40])[CH:3]=1)=[O:10]. The yield is 0.780. (2) The reactants are [F:1][C:2]1[CH:7]=[CH:6][C:5]([C:8]([C:11]2[CH:12]=[C:13]([CH:15]=[CH:16][CH:17]=2)[NH2:14])([CH3:10])[CH3:9])=[CH:4][CH:3]=1.Cl.[CH3:19][S:20]([NH:23][C:24]1[CH:32]=[C:31]2[C:27]([CH:28]=[C:29]([C:33](O)=[O:34])[NH:30]2)=[CH:26][CH:25]=1)(=[O:22])=[O:21].CN(C(ON1N=NC2C=CC=NC1=2)=[N+](C)C)C.F[P-](F)(F)(F)(F)F.CCN(C(C)C)C(C)C. The catalyst is CN(C=O)C. The product is [F:1][C:2]1[CH:7]=[CH:6][C:5]([C:8]([C:11]2[CH:12]=[C:13]([NH:14][C:33]([C:29]3[NH:30][C:31]4[C:27]([CH:28]=3)=[CH:26][CH:25]=[C:24]([NH:23][S:20]([CH3:19])(=[O:22])=[O:21])[CH:32]=4)=[O:34])[CH:15]=[CH:16][CH:17]=2)([CH3:10])[CH3:9])=[CH:4][CH:3]=1. The yield is 0.500.